From a dataset of Reaction yield outcomes from USPTO patents with 853,638 reactions. Predict the reaction yield, written as a fraction of the theoretical maximum amount of product (1.0 means a 100% yield; for example, 0.34 means a 34% yield). (1) The reactants are [C:1]([OH:10])(=[O:9])/[CH:2]=[CH:3]\[CH:4]=[CH:5]\[C:6]([OH:8])=[O:7].II. The catalyst is C(O)CCC. The product is [C:1]([OH:10])(=[O:9])/[CH:2]=[CH:3]/[CH:4]=[CH:5]/[C:6]([OH:8])=[O:7]. The yield is 0.760. (2) The reactants are [C:1](Cl)(=[O:4])[CH2:2][CH3:3].[NH2:6][C:7]1[C:15]2[C:10](=[N:11][CH:12]=[C:13]([Br:30])[C:14]=2[N:16]2[CH2:21][CH2:20][CH2:19][C@@H:18]([NH:22][C:23](=[O:29])[O:24][C:25]([CH3:28])([CH3:27])[CH3:26])[CH2:17]2)[NH:9][CH:8]=1.[Li+].[OH-]. The product is [Br:30][C:13]1[C:14]([N:16]2[CH2:21][CH2:20][CH2:19][C@@H:18]([NH:22][C:23](=[O:29])[O:24][C:25]([CH3:27])([CH3:26])[CH3:28])[CH2:17]2)=[C:15]2[C:7]([NH:6][C:1](=[O:4])[CH2:2][CH3:3])=[CH:8][NH:9][C:10]2=[N:11][CH:12]=1. The yield is 0.528. The catalyst is CN1C(=O)CCC1.C(Cl)Cl.O.N1C=CC=CC=1. (3) The reactants are [CH3:1][O:2][C:3]1[CH:8]=[CH:7][CH:6]=[CH:5][C:4]=1[CH2:9][CH2:10][NH:11][CH2:12][CH2:13][CH2:14][CH2:15][CH2:16][CH2:17][CH3:18].[CH3:19][O:20][C:21]([C:23]1[CH:40]=[CH:39][CH:38]=[CH:37][C:24]=1[CH2:25][O:26][C:27]1[CH:32]=[CH:31][C:30]([CH2:33][C:34](O)=[O:35])=[CH:29][CH:28]=1)=[O:22].F[B-](F)(F)F.N1(OC(N(C)C)=[N+](C)C)C2C=CC=CC=2N=N1.C(N(C(C)C)C(C)C)C. The catalyst is CN(C=O)C.CCOC(C)=O. The product is [CH2:12]([N:11]([CH2:10][CH2:9][C:4]1[CH:5]=[CH:6][CH:7]=[CH:8][C:3]=1[O:2][CH3:1])[C:34](=[O:35])[CH2:33][C:30]1[CH:31]=[CH:32][C:27]([O:26][CH2:25][C:24]2[CH:37]=[CH:38][CH:39]=[CH:40][C:23]=2[C:21]([O:20][CH3:19])=[O:22])=[CH:28][CH:29]=1)[CH2:13][CH2:14][CH2:15][CH2:16][CH2:17][CH3:18]. The yield is 0.531.